From a dataset of Full USPTO retrosynthesis dataset with 1.9M reactions from patents (1976-2016). Predict the reactants needed to synthesize the given product. Given the product [C:1]([O:5][C:6]([N:8]1[CH2:13][CH2:12][N:11]([CH:17]2[CH2:19][CH2:18]2)[CH2:10][CH2:9]1)=[O:7])([CH3:4])([CH3:2])[CH3:3], predict the reactants needed to synthesize it. The reactants are: [C:1]([O:5][C:6]([N:8]1[CH2:13][CH2:12][NH:11][CH2:10][CH2:9]1)=[O:7])([CH3:4])([CH3:3])[CH3:2].C(O[C:17]1(O[Si](C)(C)C)[CH2:19][CH2:18]1)C.C(O)(=O)C.C([BH3-])#N.[Na+].